From a dataset of Full USPTO retrosynthesis dataset with 1.9M reactions from patents (1976-2016). Predict the reactants needed to synthesize the given product. (1) Given the product [CH2:7]([C:10]1[CH:18]=[CH:17][C:13]([CH2:14][OH:15])=[CH:12][CH:11]=1)[CH2:8][CH3:9], predict the reactants needed to synthesize it. The reactants are: [H-].[Al+3].[Li+].[H-].[H-].[H-].[CH2:7]([C:10]1[CH:18]=[CH:17][C:13]([C:14](O)=[O:15])=[CH:12][CH:11]=1)[CH2:8][CH3:9].O.[OH-].[Na+]. (2) Given the product [CH2:1]([C@@H:8]1[C@@H:16]([O:17][CH2:33][S:34][CH3:35])[C@H:15]([CH3:18])[O:14][C:13](=[O:19])[C@@H:12]([NH:20][C:21]([C:23]2[C:28]([OH:29])=[C:27]([O:30][CH3:31])[CH:26]=[CH:25][N:24]=2)=[O:22])[CH2:11][O:10][C:9]1=[O:32])[C:2]1[CH:3]=[CH:4][CH:5]=[CH:6][CH:7]=1, predict the reactants needed to synthesize it. The reactants are: [CH2:1]([C@@H:8]1[C@@H:16]([OH:17])[C@H:15]([CH3:18])[O:14][C:13](=[O:19])[C@@H:12]([NH:20][C:21]([C:23]2[C:28]([OH:29])=[C:27]([O:30][CH3:31])[CH:26]=[CH:25][N:24]=2)=[O:22])[CH2:11][O:10][C:9]1=[O:32])[C:2]1[CH:7]=[CH:6][CH:5]=[CH:4][CH:3]=1.[CH3:33][S:34][CH3:35].C(OOC(=O)C1C=CC=CC=1)(=O)C1C=CC=CC=1.C(=O)(O)[O-].[Na+]. (3) The reactants are: [H-].[Na+].[F:3][C:4]1[CH:12]=[C:11]2[C:7]([CH:8]=[CH:9][NH:10]2)=[CH:6][CH:5]=1.[CH:13]([N:26]1[CH2:29][CH:28]([CH2:30]OS(C)(=O)=O)[CH2:27]1)([C:20]1[CH:25]=[CH:24][CH:23]=[CH:22][CH:21]=1)[C:14]1[CH:19]=[CH:18][CH:17]=[CH:16][CH:15]=1. Given the product [CH:13]([N:26]1[CH2:29][CH:28]([CH2:30][N:10]2[C:11]3[C:7](=[CH:6][CH:5]=[C:4]([F:3])[CH:12]=3)[CH:8]=[CH:9]2)[CH2:27]1)([C:20]1[CH:21]=[CH:22][CH:23]=[CH:24][CH:25]=1)[C:14]1[CH:15]=[CH:16][CH:17]=[CH:18][CH:19]=1, predict the reactants needed to synthesize it. (4) The reactants are: [CH3:1][Si:2]([CH3:56])([CH3:55])[CH2:3][CH2:4][O:5][CH2:6][N:7]([CH2:47][O:48][CH2:49][CH2:50][Si:51]([CH3:54])([CH3:53])[CH3:52])[C:8]1[N:13]2[N:14]=[CH:15][C:16]([C:17]3[CH:18]=[N:19][N:20]([C:22]4[CH:27]=[CH:26][CH:25]=[CH:24][CH:23]=4)[CH:21]=3)=[C:12]2[N:11]=[C:10]([CH:28]2[CH2:33][CH2:32][C:31]([O:41][CH2:42][CH2:43][O:44][CH3:45])([C:34]([O:36][CH2:37][CH2:38][O:39][CH3:40])=[O:35])[CH2:30][CH2:29]2)[C:9]=1Br.C([Sn](CCCC)(CCCC)[C:62]([O:64][CH2:65][CH3:66])=[CH2:63])CCC. Given the product [CH3:1][Si:2]([CH3:56])([CH3:55])[CH2:3][CH2:4][O:5][CH2:6][N:7]([CH2:47][O:48][CH2:49][CH2:50][Si:51]([CH3:54])([CH3:53])[CH3:52])[C:8]1[N:13]2[N:14]=[CH:15][C:16]([C:17]3[CH:18]=[N:19][N:20]([C:22]4[CH:27]=[CH:26][CH:25]=[CH:24][CH:23]=4)[CH:21]=3)=[C:12]2[N:11]=[C:10]([CH:28]2[CH2:33][CH2:32][C:31]([O:41][CH2:42][CH2:43][O:44][CH3:45])([C:34]([O:36][CH2:37][CH2:38][O:39][CH3:40])=[O:35])[CH2:30][CH2:29]2)[C:9]=1[C:62]([O:64][CH2:65][CH3:66])=[CH2:63], predict the reactants needed to synthesize it. (5) Given the product [CH3:19][C:18]1[O:17][N:16]=[C:15]([C:20]2[CH:21]=[CH:22][CH:23]=[CH:24][CH:25]=2)[C:14]=1[CH2:13][O:12][C:9]1[N:8]=[N:7][CH:6]=[CH:11][CH:10]=1, predict the reactants needed to synthesize it. The reactants are: C([O-])=O.[NH4+].Br[C:6]1[N:7]=[N:8][C:9]([O:12][CH2:13][C:14]2[C:15]([C:20]3[CH:25]=[CH:24][CH:23]=[CH:22][CH:21]=3)=[N:16][O:17][C:18]=2[CH3:19])=[CH:10][CH:11]=1.